This data is from Full USPTO retrosynthesis dataset with 1.9M reactions from patents (1976-2016). The task is: Predict the reactants needed to synthesize the given product. (1) Given the product [CH3:1][N:2]1[C:11]2[CH:10]=[CH:9][CH:8]=[C:7]3[C@@H:12]4[CH2:17][N:16]([CH2:18][CH2:19][CH2:20][C:21]([C:23]5[CH:24]=[CH:25][C:26]([F:29])=[CH:27][CH:28]=5)=[O:22])[CH2:15][CH2:14][C@@H:13]4[N:5]([C:6]=23)[CH2:4][CH2:3]1, predict the reactants needed to synthesize it. The reactants are: [CH3:1][N:2]1[C:11]2[CH:10]=[CH:9][CH:8]=[C:7]3[C@H:12]4[CH2:17][N:16]([CH2:18][CH2:19][CH2:20][C:21]([C:23]5[CH:28]=[CH:27][C:26]([F:29])=[CH:25][CH:24]=5)=[O:22])[CH2:15][CH2:14][C@H:13]4[N:5]([C:6]=23)[CH2:4][CH2:3]1. (2) Given the product [Cl:23][C:24]1[CH:25]=[C:26]([CH:42]=[CH:43][C:44]=1[F:45])[CH2:27][N:28]1[CH2:33][CH2:32][N:31]2[C:34](=[O:40])[C:35]([CH2:11][N:10]3[CH2:13][CH2:14][CH2:15][CH2:16][CH2:9]3)=[C:36]([OH:39])[C:37]([OH:38])=[C:30]2[C:29]1=[O:41], predict the reactants needed to synthesize it. The reactants are: FC1C=CC(CN2C[CH2:11][N:10]3[C:13](=O)[CH:14]=[C:15](O)[C:16](O)=[C:9]3C2=O)=CC=1.[Cl:23][C:24]1[CH:25]=[C:26]([CH:42]=[CH:43][C:44]=1[F:45])[CH2:27][N:28]1[CH2:33][CH2:32][N:31]2[C:34](=[O:40])[CH:35]=[C:36]([OH:39])[C:37]([OH:38])=[C:30]2[C:29]1=[O:41]. (3) The reactants are: [Br:1][CH2:2][CH2:3][O:4][C:5]1[CH:12]=[CH:11][C:8](C#N)=[CH:7][C:6]=1[F:13].[C:14](=[O:17])(O)[O-:15].[Na+].C(O)(=O)C. Given the product [Br:1][CH2:2][CH2:3][O:4][C:5]1[CH:12]=[CH:11][C:8]([C:14]([OH:15])=[O:17])=[CH:7][C:6]=1[F:13], predict the reactants needed to synthesize it. (4) Given the product [C:13]([O:17][C:18]([N:20]1[CH2:25][CH2:24][CH:23]([O:26][C:27]2[CH:32]=[CH:31][CH:30]=[C:29]([NH:33][C:4](=[O:5])[C:3]3[C:2]([F:1])=[CH:10][C:9]([F:11])=[CH:8][C:7]=3[F:12])[N:28]=2)[CH2:22][CH2:21]1)=[O:19])([CH3:16])([CH3:14])[CH3:15], predict the reactants needed to synthesize it. The reactants are: [F:1][C:2]1[CH:10]=[C:9]([F:11])[CH:8]=[C:7]([F:12])[C:3]=1[C:4](Cl)=[O:5].[C:13]([O:17][C:18]([N:20]1[CH2:25][CH2:24][CH:23]([O:26][C:27]2[CH:32]=[CH:31][CH:30]=[C:29]([NH2:33])[N:28]=2)[CH2:22][CH2:21]1)=[O:19])([CH3:16])([CH3:15])[CH3:14].C(N(CC)CC)C. (5) Given the product [N:24]1[CH:25]=[CH:26][CH:27]=[CH:28][C:23]=1[C:21]#[C:22][C:2]1[CH:3]=[CH:4][C:5]([N:8]2[CH2:13][CH2:12][N:11]([C:14]([O:16][C:17]([CH3:20])([CH3:19])[CH3:18])=[O:15])[CH2:10][CH2:9]2)=[N:6][CH:7]=1, predict the reactants needed to synthesize it. The reactants are: I[C:2]1[CH:3]=[CH:4][C:5]([N:8]2[CH2:13][CH2:12][N:11]([C:14]([O:16][C:17]([CH3:20])([CH3:19])[CH3:18])=[O:15])[CH2:10][CH2:9]2)=[N:6][CH:7]=1.[C:21]([C:23]1[CH:28]=[CH:27][CH:26]=[CH:25][N:24]=1)#[CH:22]. (6) Given the product [Cl:57][C:41]1[CH:42]=[CH:43][CH:44]=[CH:45][C:40]=1[O:39][P:38](=[N:12][C@@H:13]([CH3:37])[C:14]([O:16][CH2:17][CH2:18][CH2:19][O:20][CH2:21][CH2:22][CH2:23][CH2:24][CH2:25][CH2:26][CH2:27][CH2:28][CH2:29][CH2:30][CH2:31][CH2:32][CH2:33][CH2:34][CH2:35][CH3:36])=[O:15])=[O:46], predict the reactants needed to synthesize it. The reactants are: S(C1C=CC(C)=CC=1)(O)(=O)=O.[NH2:12][C@@H:13]([CH3:37])[C:14]([O:16][CH2:17][CH2:18][CH2:19][O:20][CH2:21][CH2:22][CH2:23][CH2:24][CH2:25][CH2:26][CH2:27][CH2:28][CH2:29][CH2:30][CH2:31][CH2:32][CH2:33][CH2:34][CH2:35][CH3:36])=[O:15].[P:38](Cl)(Cl)(=[O:46])[O:39][C:40]1[CH:45]=[CH:44][CH:43]=[CH:42][CH:41]=1.CCN(CC)CC.C(Cl)[Cl:57]. (7) Given the product [C:13]([C:10]1[CH:9]=[CH:8][C:7]([CH2:6][CH2:5][C:4]([O:3][CH2:1][CH3:2])=[O:17])=[CH:12][CH:11]=1)([CH3:16])([CH3:14])[CH3:15], predict the reactants needed to synthesize it. The reactants are: [CH2:1]([O:3][C:4](=[O:17])[CH:5]=[CH:6][C:7]1[CH:12]=[CH:11][C:10]([C:13]([CH3:16])([CH3:15])[CH3:14])=[CH:9][CH:8]=1)[CH3:2]. (8) The reactants are: [C:1]([C:4]1[C:12]2[O:11][C:10]([CH:13]3[CH2:16][N:15](C(OCC4C=CC=CC=4)=O)[CH2:14]3)=[N:9][C:8]=2[CH:7]=[CH:6][CH:5]=1)(=[O:3])[NH2:2]. Given the product [NH:15]1[CH2:14][CH:13]([C:10]2[O:11][C:12]3[C:4]([C:1]([NH2:2])=[O:3])=[CH:5][CH:6]=[CH:7][C:8]=3[N:9]=2)[CH2:16]1, predict the reactants needed to synthesize it. (9) Given the product [CH3:1][O:2][C:3]([C:5]1[C:14]2[C:9](=[CH:10][CH:11]=[CH:12][CH:13]=2)[C:8]([CH2:18][CH:17]=[CH2:16])=[CH:7][CH:6]=1)=[O:4], predict the reactants needed to synthesize it. The reactants are: [CH3:1][O:2][C:3]([C:5]1[C:14]2[C:9](=[CH:10][CH:11]=[CH:12][CH:13]=2)[C:8](Br)=[CH:7][CH:6]=1)=[O:4].[CH2:16]([Sn](CCCC)(CCCC)CCCC)[CH:17]=[CH2:18]. (10) Given the product [CH3:1][C:2]1[CH:3]=[CH:4][C:5]([CH2:6][NH:7][C:8](=[O:27])[CH2:9][CH2:10][C:11]2[CH:16]=[CH:15][C:14]([OH:17])=[C:13]([O:25][CH3:26])[CH:12]=2)=[CH:28][CH:29]=1, predict the reactants needed to synthesize it. The reactants are: [CH3:1][C:2]1[CH:29]=[CH:28][C:5]([CH2:6][NH:7][C:8](=[O:27])[CH:9]=[CH:10][C:11]2[CH:16]=[CH:15][C:14]([O:17]CC3C=CC=CC=3)=[C:13]([O:25][CH3:26])[CH:12]=2)=[CH:4][CH:3]=1.C(O)C.C(OCC)(=O)C.Cl.